Regression. Given a target protein amino acid sequence and a drug SMILES string, predict the binding affinity score between them. We predict pIC50 (pIC50 = -log10(IC50 in M); higher means more potent). Dataset: bindingdb_ic50. From a dataset of Drug-target binding data from BindingDB using IC50 measurements. The compound is O=C(O)C[C@@H]1CN[C@@H](c2ccc(-c3noc(-c4ccc(C5CCCC5)cc4)n3)cc2)C1. The target protein (O95136) has sequence MGSLYSEYLNPNKVQEHYNYTKETLETQETTSRQVASAFIVILCCAIVVENLLVLIAVARNSKFHSAMYLFLGNLAASDLLAGVAFVANTLLSGSVTLRLTPVQWFAREGSAFITLSASVFSLLAIAIERHVAIAKVKLYGSDKSCRMLLLIGASWLISLVLGGLPILGWNCLGHLEACSTVLPLYAKHYVLCVVTIFSIILLAIVALYVRIYCVVRSSHADMAAPQTLALLKTVTIVLGVFIVCWLPAFSILLLDYACPVHSCPILYKAHYFFAVSTLNSLLNPVIYTWRSRDLRREVLRPLQCWRPGVGVQGRRRGGTPGHHLLPLRSSSSLERGMHMPTSPTFLEGNTVV. The pIC50 is 5.0.